This data is from Catalyst prediction with 721,799 reactions and 888 catalyst types from USPTO. The task is: Predict which catalyst facilitates the given reaction. (1) Reactant: [CH3:1][O:2][C:3]1[CH:36]=[C:35]([O:37][CH3:38])[CH:34]=[CH:33][C:4]=1[CH2:5][NH:6][C:7]1[C:8]2[N:9]([C:13]([C@@H:26]3[CH2:31][CH2:30][CH2:29][NH:28][C:27]3=O)=[N:14][C:15]=2[C:16]2[CH:25]=[CH:24][C:19]([C:20]([O:22][CH3:23])=[O:21])=[CH:18][CH:17]=2)[CH:10]=[CH:11][N:12]=1.COC1C=CC(P2(SP(C3C=CC(OC)=CC=3)(=S)S2)=[S:48])=CC=1.C(Cl)Cl.C1COCC1. Product: [CH3:1][O:2][C:3]1[CH:36]=[C:35]([O:37][CH3:38])[CH:34]=[CH:33][C:4]=1[CH2:5][NH:6][C:7]1[C:8]2[N:9]([C:13]([C@@H:26]3[CH2:31][CH2:30][CH2:29][NH:28][C:27]3=[S:48])=[N:14][C:15]=2[C:16]2[CH:25]=[CH:24][C:19]([C:20]([O:22][CH3:23])=[O:21])=[CH:18][CH:17]=2)[CH:10]=[CH:11][N:12]=1. The catalyst class is: 11. (2) Reactant: [H-].[Na+].[C:3]([C:6]1[CH:11]=[CH:10][CH:9]=[CH:8][N:7]=1)(=[O:5])[CH3:4].[C:12](=O)([O:15]C)[O:13][CH3:14]. Product: [O:5]=[C:3]([C:6]1[CH:11]=[CH:10][CH:9]=[CH:8][N:7]=1)[CH2:4][C:12]([O:13][CH3:14])=[O:15]. The catalyst class is: 244. (3) Reactant: [NH2:1][C:2]1[C:11]2[N:12]=[C:13]([CH2:15][CH3:16])[S:14][C:10]=2[C:9]2[CH:8]=[CH:7][C:6]([OH:17])=[CH:5][C:4]=2[N:3]=1.C(=O)([O-])[O-].[Cs+].[Cs+].Br[CH2:25][CH2:26][CH2:27][Cl:28].O. Product: [Cl:28][CH2:27][CH2:26][CH2:25][O:17][C:6]1[CH:7]=[CH:8][C:9]2[C:10]3[S:14][C:13]([CH2:15][CH3:16])=[N:12][C:11]=3[C:2]([NH2:1])=[N:3][C:4]=2[CH:5]=1. The catalyst class is: 3. (4) Reactant: [C:1]([CH:3]([CH:7]1[C:11]([Cl:12])=[C:10](Cl)C(=O)O1)[C:4]([NH2:6])=[O:5])#[N:2].C(=O)([O-])[O-].[K+].[K+].Cl.[CH3:22][S:23]([C:26]1[CH:27]=[C:28]([CH:32]([NH2:34])[CH3:33])[CH:29]=[CH:30][CH:31]=1)(=[O:25])=[O:24]. Product: [ClH:12].[Cl:12][C:11]1[CH:7]=[C:3]([C:4]([NH2:6])=[O:5])[C:1](=[NH:2])[N:34]([CH:32]([C:28]2[CH:29]=[CH:30][CH:31]=[C:26]([S:23]([CH3:22])(=[O:25])=[O:24])[CH:27]=2)[CH3:33])[CH:10]=1. The catalyst class is: 8. (5) Reactant: [C:1]([O:5][C:6]([N:8]1[C@H:17]([C:18]([OH:20])=O)[CH2:16][C:15]2[C:10](=[CH:11][CH:12]=[CH:13][CH:14]=2)[CH2:9]1)=[O:7])([CH3:4])([CH3:3])[CH3:2].[CH2:21]([C:26]1[CH:32]=[CH:31][C:29]([NH2:30])=[CH:28][CH:27]=1)[CH2:22][CH2:23][CH2:24][CH3:25].Cl.CN(C)CCCN=C=NCC. Product: [CH2:21]([C:26]1[CH:27]=[CH:28][C:29]([NH:30][C:18]([C@@H:17]2[CH2:16][C:15]3[C:10](=[CH:11][CH:12]=[CH:13][CH:14]=3)[CH2:9][N:8]2[C:6]([O:5][C:1]([CH3:4])([CH3:3])[CH3:2])=[O:7])=[O:20])=[CH:31][CH:32]=1)[CH2:22][CH2:23][CH2:24][CH3:25]. The catalyst class is: 22. (6) Reactant: [F:1][C:2]1[CH:43]=[CH:42][CH:41]=[C:40]([F:44])[C:3]=1[CH2:4][N:5]1[C:10]2=[N:11][N:12]([C:18]3[CH:23]=[CH:22][C:21]([NH:24][C:25]([NH:27][O:28][CH3:29])=[O:26])=[CH:20][CH:19]=3)[C:13]([CH2:14][N:15]([CH3:17])[CH3:16])=[C:9]2[C:8](=[O:30])[N:7]([C:31]2[N:32]=[N:33][C:34]([O:37]C)=[CH:35][CH:36]=2)[C:6]1=[O:39].Br.C(=O)(O)[O-].[Na+]. Product: [F:44][C:40]1[CH:41]=[CH:42][CH:43]=[C:2]([F:1])[C:3]=1[CH2:4][N:5]1[C:10]2=[N:11][N:12]([C:18]3[CH:23]=[CH:22][C:21]([NH:24][C:25]([NH:27][O:28][CH3:29])=[O:26])=[CH:20][CH:19]=3)[C:13]([CH2:14][N:15]([CH3:17])[CH3:16])=[C:9]2[C:8](=[O:30])[N:7]([C:31]2[N:32]=[N:33][C:34]([OH:37])=[CH:35][CH:36]=2)[C:6]1=[O:39]. The catalyst class is: 7. (7) Reactant: Cl[C:2]1[N:7]=[C:6]([N:8]([CH2:11][C:12]2[S:16][C:15]([Cl:17])=[N:14][CH:13]=2)[CH2:9][CH3:10])[C:5]([N+:18]([O-:20])=[O:19])=[CH:4][CH:3]=1.[CH2:21]([O-:24])[CH:22]=[CH2:23].[Na+]. Product: [CH2:21]([O:24][C:2]1[N:7]=[C:6]([N:8]([CH2:11][C:12]2[S:16][C:15]([Cl:17])=[N:14][CH:13]=2)[CH2:9][CH3:10])[C:5]([N+:18]([O-:20])=[O:19])=[CH:4][CH:3]=1)[CH:22]=[CH2:23]. The catalyst class is: 3. (8) Reactant: C([Li])CCC.C(NC(C)C)(C)C.[F:13][C:14]1[CH:15]=[C:16]([C:20]([F:23])([F:22])[F:21])[CH:17]=[CH:18][CH:19]=1.[CH3:24][S:25]SC. Product: [F:13][C:14]1[CH:19]=[CH:18][CH:17]=[C:16]([C:20]([F:21])([F:22])[F:23])[C:15]=1[S:25][CH3:24]. The catalyst class is: 30.